This data is from NCI-60 drug combinations with 297,098 pairs across 59 cell lines. The task is: Regression. Given two drug SMILES strings and cell line genomic features, predict the synergy score measuring deviation from expected non-interaction effect. Drug 1: CCCS(=O)(=O)NC1=C(C(=C(C=C1)F)C(=O)C2=CNC3=C2C=C(C=N3)C4=CC=C(C=C4)Cl)F. Drug 2: C1C(C(OC1N2C=NC3=C2NC=NCC3O)CO)O. Cell line: PC-3. Synergy scores: CSS=4.50, Synergy_ZIP=0.179, Synergy_Bliss=1.73, Synergy_Loewe=0.201, Synergy_HSA=0.281.